From a dataset of Forward reaction prediction with 1.9M reactions from USPTO patents (1976-2016). Predict the product of the given reaction. (1) The product is: [C:8]([C:11]1[CH:12]=[CH:13][C:14]([Cl:33])=[C:15]([C:17]2[CH:22]=[CH:21][CH:20]=[C:19]([NH:23][C:24]([C@@H:26]3[CH2:30][C@@H:29]([F:31])[CH2:28][N:27]3[C:47](=[O:48])[CH2:46][N:39]3[C:40]4[C:45](=[CH:44][CH:43]=[CH:42][CH:41]=4)[C:37]([C:34]([NH2:35])=[O:36])=[N:38]3)=[O:25])[C:18]=2[F:32])[CH:16]=1)(=[O:10])[CH3:9]. Given the reactants OC(C(F)(F)F)=O.[C:8]([C:11]1[CH:12]=[CH:13][C:14]([Cl:33])=[C:15]([C:17]2[CH:22]=[CH:21][CH:20]=[C:19]([NH:23][C:24]([C@@H:26]3[CH2:30][C@@H:29]([F:31])[CH2:28][NH:27]3)=[O:25])[C:18]=2[F:32])[CH:16]=1)(=[O:10])[CH3:9].[C:34]([C:37]1[C:45]2[C:40](=[CH:41][CH:42]=[CH:43][CH:44]=2)[N:39]([CH2:46][C:47](O)=[O:48])[N:38]=1)(=[O:36])[NH2:35].CN(C(ON1N=NC2C=CC=NC1=2)=[N+](C)C)C.F[P-](F)(F)(F)(F)F.CCN(C(C)C)C(C)C, predict the reaction product. (2) Given the reactants Cl.Cl[C:3]1[N:8]2[N:9]=[C:10]([CH:12]3[CH2:17][CH2:16][N:15]([CH:18]([CH3:20])[CH3:19])[CH2:14][CH2:13]3)[N:11]=[C:7]2[CH:6]=[C:5]([C:21]2[CH:26]=[CH:25][C:24]([Cl:27])=[CH:23][C:22]=2[Cl:28])[N:4]=1.Cl.Cl.[NH2:31][C:32]1[C:37]([C:38]#[N:39])=[CH:36][CH:35]=[C:34]([NH:40][CH2:41][CH2:42][NH2:43])[N:33]=1.C(N(CC)C(C)C)(C)C, predict the reaction product. The product is: [NH2:31][C:32]1[C:37]([C:38]#[N:39])=[CH:36][CH:35]=[C:34]([NH:40][CH2:41][CH2:42][NH:43][C:3]2[N:8]3[N:9]=[C:10]([CH:12]4[CH2:13][CH2:14][N:15]([CH:18]([CH3:20])[CH3:19])[CH2:16][CH2:17]4)[N:11]=[C:7]3[CH:6]=[C:5]([C:21]3[CH:26]=[CH:25][C:24]([Cl:27])=[CH:23][C:22]=3[Cl:28])[N:4]=2)[N:33]=1.